Task: Regression. Given a peptide amino acid sequence and an MHC pseudo amino acid sequence, predict their binding affinity value. This is MHC class I binding data.. Dataset: Peptide-MHC class I binding affinity with 185,985 pairs from IEDB/IMGT (1) The MHC is HLA-A02:01 with pseudo-sequence HLA-A02:01. The peptide sequence is QQPIKKDCMV. The binding affinity (normalized) is 0.0918. (2) The peptide sequence is YMYRVWSPL. The MHC is BoLA-T2C with pseudo-sequence BoLA-T2C. The binding affinity (normalized) is 0.872. (3) The peptide sequence is MPWLDNIVE. The MHC is HLA-B27:03 with pseudo-sequence HLA-B27:03. The binding affinity (normalized) is 0.0847. (4) The peptide sequence is RGRGVAIHR. The MHC is HLA-A11:01 with pseudo-sequence HLA-A11:01. The binding affinity (normalized) is 0.0847. (5) The peptide sequence is LRAEDTAVYY. The MHC is HLA-A68:01 with pseudo-sequence HLA-A68:01. The binding affinity (normalized) is 0.0686.